From a dataset of Full USPTO retrosynthesis dataset with 1.9M reactions from patents (1976-2016). Predict the reactants needed to synthesize the given product. (1) Given the product [CH2:25]([N:22]([CH2:23][CH3:24])[C:18]1[CH:17]=[C:16]2[C:21]([C@H:12]([N:8]([C:5]3[CH:4]=[CH:3][C:2]([N:45]([CH2:46][CH3:47])[CH2:43][CH3:44])=[CH:7][CH:6]=3)[C:9](=[O:11])[CH3:10])[CH2:13][C@H:14]([CH3:38])[N:15]2[C:27](=[O:37])[C:28]2[CH:29]=[CH:30][C:31]([N:34]([CH3:35])[CH3:36])=[CH:32][CH:33]=2)=[CH:20][CH:19]=1)[CH3:26], predict the reactants needed to synthesize it. The reactants are: Cl[C:2]1[CH:7]=[CH:6][C:5]([N:8]([C@H:12]2[C:21]3[C:16](=[CH:17][C:18]([N:22]([CH2:25][CH3:26])[CH2:23][CH3:24])=[CH:19][CH:20]=3)[N:15]([C:27](=[O:37])[C:28]3[CH:33]=[CH:32][C:31]([N:34]([CH3:36])[CH3:35])=[CH:30][CH:29]=3)[C@@H:14]([CH3:38])[CH2:13]2)[C:9](=[O:11])[CH3:10])=[CH:4][CH:3]=1.C(N)(=O)C.[CH2:43]([NH:45][CH2:46][CH3:47])[CH3:44].N1CCOCC1. (2) Given the product [C:1]([O:5][C:6]([N:8]1[CH2:9][CH:10]2[CH:17]([C:18]([OH:30])=[O:19])[CH:15]([CH2:14][CH2:13][CH2:12][CH2:11]2)[CH2:16]1)=[O:7])([CH3:4])([CH3:3])[CH3:2], predict the reactants needed to synthesize it. The reactants are: [C:1]([O:5][C:6]([N:8]1[CH2:16][CH:15]2[CH:17]([CH:18]=[O:19])[CH:10]([CH2:11][CH2:12][CH2:13][CH2:14]2)[CH2:9]1)=[O:7])([CH3:4])([CH3:3])[CH3:2].O.O.O.O.O.O.C(OO)(=O)C1C(=CC=CC=1)C(O)=[O:30].[Mg]. (3) Given the product [NH2:1][C@H:2]([C:10]([OH:12])=[O:11])[CH2:3][C:4]1[CH:9]=[CH:8][CH:7]=[CH:6][CH:5]=1, predict the reactants needed to synthesize it. The reactants are: [NH:1](C(OC(C)(C)C)=O)[C@H:2]([C:10]([OH:12])=[O:11])[CH2:3][C:4]1[CH:9]=[CH:8][CH:7]=[CH:6][CH:5]=1.